Dataset: Reaction yield outcomes from USPTO patents with 853,638 reactions. Task: Predict the reaction yield, written as a fraction of the theoretical maximum amount of product (1.0 means a 100% yield; for example, 0.34 means a 34% yield). (1) The reactants are [CH:1]1([NH:6][C:7]2[CH:8]=[C:9]([CH2:24][S:25]([CH3:28])(=[O:27])=[O:26])[CH:10]=[C:11]3[C:15]=2[NH:14][C:13]([C:16]2[S:17][CH2:18][C@@H:19]([CH2:21][CH2:22]O)[N:20]=2)=[CH:12]3)[CH2:5][CH2:4][CH2:3][CH2:2]1.[I:29]I.C1(P(C2C=CC=CC=2)C2C=CC=CC=2)C=CC=CC=1.N1C=CN=C1. The catalyst is O1CCCC1. The product is [CH:1]1([NH:6][C:7]2[CH:8]=[C:9]([CH2:24][S:25]([CH3:28])(=[O:27])=[O:26])[CH:10]=[C:11]3[C:15]=2[NH:14][C:13]([C:16]2[S:17][CH2:18][C@@H:19]([CH2:21][CH2:22][I:29])[N:20]=2)=[CH:12]3)[CH2:5][CH2:4][CH2:3][CH2:2]1. The yield is 0.540. (2) The reactants are [NH2:1][C:2]1[CH:7]=[CH:6][CH:5]=[CH:4][C:3]=1[NH2:8].CCN=C=NCCCN(C)C.C1C=CC2N(O)N=NC=2C=1.[C:30](O)(=[O:32])[CH3:31]. The catalyst is CN(C1C=CN=CC=1)C.CN(C=O)C. The product is [NH2:1][C:2]1[CH:7]=[CH:6][CH:5]=[CH:4][C:3]=1[NH:8][C:30](=[O:32])[CH3:31]. The yield is 0.570. (3) The reactants are [NH:1]1[CH2:4][CH:3]([N:5]([CH3:11])[C:6]([CH:8]2[CH2:10][CH2:9]2)=[O:7])[CH2:2]1.[F:12][C:13]1[CH:21]=[CH:20][C:19]([CH:22]=[O:23])=[CH:18][C:14]=1[C:15](O)=[O:16].F[P-](F)(F)(F)(F)F.N1(OC(N(C)C)=[N+](C)C)C2C=CC=CC=2N=N1.C(N(CC)C(C)C)(C)C. No catalyst specified. The product is [F:12][C:13]1[CH:21]=[CH:20][C:19]([CH:22]=[O:23])=[CH:18][C:14]=1[C:15]([N:1]1[CH2:2][CH:3]([N:5]([CH3:11])[C:6]([CH:8]2[CH2:9][CH2:10]2)=[O:7])[CH2:4]1)=[O:16]. The yield is 0.650. (4) The reactants are Br[C:2]1[C:10]2[S:9][C:8]([NH:11][C:12]([NH:14][CH2:15][CH3:16])=[O:13])=[N:7][C:6]=2[CH:5]=[C:4]([C:17]2[CH:18]=[N:19][CH:20]=[C:21]([O:23][CH3:24])[CH:22]=2)[CH:3]=1.[Br-].[N:26]1[CH:31]=[CH:30][CH:29]=[CH:28][C:27]=1[Zn+]. The catalyst is O1CCCC1.Cl[Pd](Cl)([P](C1C=CC=CC=1)(C1C=CC=CC=1)C1C=CC=CC=1)[P](C1C=CC=CC=1)(C1C=CC=CC=1)C1C=CC=CC=1. The product is [CH2:15]([NH:14][C:12]([NH:11][C:8]1[S:9][C:10]2[C:2]([C:27]3[CH:28]=[CH:29][CH:30]=[CH:31][N:26]=3)=[CH:3][C:4]([C:17]3[CH:18]=[N:19][CH:20]=[C:21]([O:23][CH3:24])[CH:22]=3)=[CH:5][C:6]=2[N:7]=1)=[O:13])[CH3:16]. The yield is 0.270. (5) The reactants are [N+:1]([C:4]1[CH:5]=[C:6]([CH:9]=[CH:10][CH:11]=1)[CH:7]=[O:8])([O-:3])=[O:2].C(N(CC)CC)C.[CH3:19][O:20][P:21]([O-:24])[O:22][CH3:23]. The yield is 0.770. The product is [CH3:19][O:20][P:21]([CH:7]([OH:8])[C:6]1[CH:9]=[CH:10][CH:11]=[C:4]([N+:1]([O-:3])=[O:2])[CH:5]=1)(=[O:24])[O:22][CH3:23]. The catalyst is C(OCC)(=O)C.